From a dataset of Forward reaction prediction with 1.9M reactions from USPTO patents (1976-2016). Predict the product of the given reaction. (1) The product is: [O:23]1[C:24]2[C:25](=[N:26][CH:27]=[CH:28][CH:29]=2)[O:30][C@@H:21]([C:18]2[CH:17]=[CH:16][C:15]([CH2:14][N:11]3[CH2:10][CH2:9][CH:34]([CH2:37][NH:38][C:39](=[O:41])[CH3:40])[CH2:33][CH2:12]3)=[CH:20][CH:19]=2)[CH2:22]1. Given the reactants C(OC(N1C[CH2:12][N:11]([CH2:14][C:15]2[CH:20]=[CH:19][C:18]([C@@H:21]3[O:30][C:25]4=[N:26][CH:27]=[CH:28][CH:29]=[C:24]4[O:23][CH2:22]3)=[CH:17][CH:16]=2)[CH2:10][CH2:9]1)=O)(C)(C)C.N1CC[CH:34]([CH2:37][NH:38][C:39](=[O:41])[CH3:40])[CH2:33]C1, predict the reaction product. (2) Given the reactants [C:1](Cl)(=[O:4])[CH:2]=[CH2:3].[CH3:6][N:7]1[C:11]2=[N:12][CH:13]=[CH:14][CH:15]=[C:10]2[C:9](CNC)=[CH:8]1.[CH2:19]([N:21](CC)[CH2:22]C)C, predict the reaction product. The product is: [CH3:19][N:21]([CH2:22][C:8]1[N:7]([CH3:6])[C:11]2=[N:12][CH:13]=[CH:14][CH:15]=[C:10]2[CH:9]=1)[C:1](=[O:4])[CH:2]=[CH2:3]. (3) Given the reactants [C:1]([O:5][C:6]([NH:8][C@@H:9]1[C@H:14]([NH:15][C:16]2[N:21]=[C:20](Cl)[C:19]3[C:23](=[O:33])[N:24]([C:26]([O:28][C:29]([CH3:32])([CH3:31])[CH3:30])=[O:27])[CH2:25][C:18]=3[C:17]=2[F:34])[CH2:13][CH2:12][O:11][CH2:10]1)=[O:7])([CH3:4])([CH3:3])[CH3:2].[C:35]([C:37]1[S:41][C:40](B(O)O)=[CH:39][CH:38]=1)#[N:36].C1(P(C2CCCCC2)C2C=CC=CC=2C2C=CC=CC=2)CCCCC1, predict the reaction product. The product is: [C:1]([O:5][C:6]([NH:8][C@@H:9]1[C@H:14]([NH:15][C:16]2[N:21]=[C:20]([C:40]3[S:41][C:37]([C:35]#[N:36])=[CH:38][CH:39]=3)[C:19]3[C:23](=[O:33])[N:24]([C:26]([O:28][C:29]([CH3:32])([CH3:31])[CH3:30])=[O:27])[CH2:25][C:18]=3[C:17]=2[F:34])[CH2:13][CH2:12][O:11][CH2:10]1)=[O:7])([CH3:4])([CH3:3])[CH3:2]. (4) Given the reactants Br[C:2]1[CH:3]=[N:4][C:5]2[N:6]([CH:8]=[C:9]([CH2:11][O:12][C:13]3[CH:18]=[CH:17][C:16]([F:19])=[CH:15][CH:14]=3)[N:10]=2)[CH:7]=1.[NH2:20][C:21]1[CH:26]=[CH:25][CH:24]=[CH:23][C:22]=1B(O)O, predict the reaction product. The product is: [F:19][C:16]1[CH:17]=[CH:18][C:13]([O:12][CH2:11][C:9]2[N:10]=[C:5]3[N:4]=[CH:3][C:2]([C:22]4[CH:23]=[CH:24][CH:25]=[CH:26][C:21]=4[NH2:20])=[CH:7][N:6]3[CH:8]=2)=[CH:14][CH:15]=1. (5) Given the reactants F[C:2]1[CH:3]=[C:4]([C:10]#[N:11])[C:5](=[CH:8][CH:9]=1)[C:6]#[N:7].[OH:12][C:13]([C@H:16]1[CH2:20][CH2:19][NH:18][C@H:17]1[CH3:21])([CH3:15])[CH3:14].C(=O)([O-])[O-].[Li+].[Li+], predict the reaction product. The product is: [OH:12][C:13]([C@H:16]1[CH2:20][CH2:19][N:18]([C:2]2[CH:3]=[C:4]([C:10]#[N:11])[C:5](=[CH:8][CH:9]=2)[C:6]#[N:7])[C@H:17]1[CH3:21])([CH3:15])[CH3:14]. (6) Given the reactants [F:1][C:2]1[CH:7]=[CH:6][C:5]([C:8]2[O:25][C:11]3=[N:12][C:13]([N:19]([CH3:24])[S:20]([CH3:23])(=[O:22])=[O:21])=[C:14](B(O)O)[CH:15]=[C:10]3[C:9]=2[C:26](=[O:29])[NH:27][CH3:28])=[CH:4][CH:3]=1.Cl[C:31]1[CH:32]=[CH:33][C:34]2[N:35]=[C:36]([CH2:49][N:50]3[CH2:53][CH:52]([F:54])[CH2:51]3)[N:37]3[C:45]4[CH:44]=[CH:43][CH:42]=[C:41]([F:46])[C:40]=4[CH:39]=[C:38]3[C:47]=2[N:48]=1.C([O-])([O-])=O.[Cs+].[Cs+], predict the reaction product. The product is: [F:46][C:41]1[C:40]2[CH:39]=[C:38]3[C:47]4[N:48]=[C:31]([C:14]5[CH:15]=[C:10]6[C:9]([C:26]([NH:27][CH3:28])=[O:29])=[C:8]([C:5]7[CH:6]=[CH:7][C:2]([F:1])=[CH:3][CH:4]=7)[O:25][C:11]6=[N:12][C:13]=5[N:19]([CH3:24])[S:20]([CH3:23])(=[O:22])=[O:21])[CH:32]=[CH:33][C:34]=4[N:35]=[C:36]([CH2:49][N:50]4[CH2:51][CH:52]([F:54])[CH2:53]4)[N:37]3[C:45]=2[CH:44]=[CH:43][CH:42]=1. (7) Given the reactants Cl[C:2]1[CH:17]=[C:6]2[C:7]3[C:12]([CH2:13][CH2:14][N:5]2[C:4](=[O:18])[N:3]=1)=[CH:11][C:10]([O:15][CH3:16])=[CH:9][CH:8]=3.[Br:19][C:20]1[CH:25]=[CH:24][CH:23]=[CH:22][C:21]=1[NH:26][NH2:27], predict the reaction product. The product is: [Br:19][C:20]1[CH:25]=[CH:24][CH:23]=[CH:22][C:21]=1[NH:26][NH:27][C:2]1[CH:17]=[C:6]2[C:7]3[C:12]([CH2:13][CH2:14][N:5]2[C:4](=[O:18])[N:3]=1)=[CH:11][C:10]([O:15][CH3:16])=[CH:9][CH:8]=3.